Predict which catalyst facilitates the given reaction. From a dataset of Catalyst prediction with 721,799 reactions and 888 catalyst types from USPTO. (1) Reactant: C([Li])CCC.C(NC(C)C)(C)C.[O:13]=[C:14]1[CH2:18][CH2:17][N:16]([NH:19][C:20]([O:22][C:23]([CH3:26])([CH3:25])[CH3:24])=[O:21])[CH2:15]1.C1C=CC(N([S:34]([C:37]([F:40])([F:39])[F:38])(=[O:36])=[O:35])[S:34]([C:37]([F:40])([F:39])[F:38])(=[O:36])=[O:35])=CC=1. Product: [F:38][C:37]([F:40])([F:39])[S:34]([O:13][C:14]1[CH2:15][N:16]([NH:19][C:20]([O:22][C:23]([CH3:26])([CH3:25])[CH3:24])=[O:21])[CH2:17][CH:18]=1)(=[O:36])=[O:35]. The catalyst class is: 392. (2) Reactant: [Br:1][C:2]1[CH:7]=[CH:6][C:5]([Cl:8])=[C:4]([CH2:9][C:10]2[CH:15]=[CH:14][C:13]([CH2:16]Br)=[CH:12][CH:11]=2)[CH:3]=1.[CH3:18][C:19]([O-:21])=[O:20].[Na+].O.C(OCC)(=O)C. Product: [C:19]([O:21][CH2:16][C:13]1[CH:14]=[CH:15][C:10]([CH2:9][C:4]2[CH:3]=[C:2]([Br:1])[CH:7]=[CH:6][C:5]=2[Cl:8])=[CH:11][CH:12]=1)(=[O:20])[CH3:18]. The catalyst class is: 3.